Dataset: Full USPTO retrosynthesis dataset with 1.9M reactions from patents (1976-2016). Task: Predict the reactants needed to synthesize the given product. (1) Given the product [N:7]1[N:8]2[CH:13]=[CH:12][CH:11]=[CH:10][C:9]2=[CH:14][C:6]=1[CH2:5][CH2:4][NH2:1], predict the reactants needed to synthesize it. The reactants are: [N:1]([CH2:4][CH2:5][C:6]1[CH:14]=[C:9]2[CH:10]=[CH:11][CH:12]=[CH:13][N:8]2[N:7]=1)=[N+]=[N-].C1(P(C2C=CC=CC=2)C2C=CC=CC=2)C=CC=CC=1. (2) Given the product [ClH:47].[ClH:47].[CH2:1]([C:3]1[C:11]2[C:6](=[CH:7][CH:8]=[CH:9][C:10]=2[NH:12][C:13]([C:15]2[N:19]3[CH:20]=[CH:21][C:22]([C:24]([N:26]4[CH2:27][CH2:28][NH:29][CH2:30][CH2:31]4)=[O:25])=[CH:23][C:18]3=[N:17][CH:16]=2)=[O:14])[N:5]([CH2:39][C:40]2[CH:45]=[CH:44][CH:43]=[C:42]([CH3:46])[N:41]=2)[N:4]=1)[CH3:2], predict the reactants needed to synthesize it. The reactants are: [CH2:1]([C:3]1[C:11]2[C:6](=[CH:7][CH:8]=[CH:9][C:10]=2[NH:12][C:13]([C:15]2[N:19]3[CH:20]=[CH:21][C:22]([C:24]([N:26]4[CH2:31][CH2:30][N:29](C(OC(C)(C)C)=O)[CH2:28][CH2:27]4)=[O:25])=[CH:23][C:18]3=[N:17][CH:16]=2)=[O:14])[N:5]([CH2:39][C:40]2[CH:45]=[CH:44][CH:43]=[C:42]([CH3:46])[N:41]=2)[N:4]=1)[CH3:2].[ClH:47]. (3) The reactants are: [NH2:1][C@@H:2]1[CH2:7][CH2:6][CH2:5][CH2:4][C@@H:3]1[NH2:8].Cl[CH2:10][C:11](O)=[O:12].C(=O)([O-])[O-].[K+].[K+]. Given the product [NH:1]1[C@@H:2]2[C@@H:3]([CH2:4][CH2:5][CH2:6][CH2:7]2)[NH:8][CH2:10][C:11]1=[O:12], predict the reactants needed to synthesize it. (4) Given the product [NH2:19][C:17]1[C:18]2[N:10]([CH2:9][O:8][CH2:1][C:2]3[CH:7]=[CH:6][CH:5]=[CH:4][CH:3]=3)[CH:11]=[C:12]([C:30]#[C:29][CH2:28][CH2:27][CH2:26][CH2:25][OH:31])[C:13]=2[N:14]=[C:15]([CH2:20][CH2:21][CH2:22][CH3:23])[N:16]=1, predict the reactants needed to synthesize it. The reactants are: [CH2:1]([O:8][CH2:9][N:10]1[C:18]2[C:17]([NH2:19])=[N:16][C:15]([CH2:20][CH2:21][CH2:22][CH3:23])=[N:14][C:13]=2[C:12](I)=[CH:11]1)[C:2]1[CH:7]=[CH:6][CH:5]=[CH:4][CH:3]=1.[CH2:25]([OH:31])[CH2:26][CH2:27][CH2:28][C:29]#[CH:30].C(N(CC)CC)C. (5) Given the product [CH3:1][CH:2]1[CH2:6][C:5]2([CH2:11][CH2:10][N:9]([C:12]([O:14][C:15]([CH3:18])([CH3:17])[CH3:16])=[O:13])[CH2:8][CH2:7]2)[C:4](=[O:19])[N:3]1[C:70]1[CH2:74][O:73][C:72](=[O:75])[CH:71]=1, predict the reactants needed to synthesize it. The reactants are: [CH3:1][CH:2]1[CH2:6][C:5]2([CH2:11][CH2:10][N:9]([C:12]([O:14][C:15]([CH3:18])([CH3:17])[CH3:16])=[O:13])[CH2:8][CH2:7]2)[C:4](=[O:19])[NH:3]1.C1(P(C2C=CC=CC=2)C2C3OC4C(=CC=CC=4P(C4C=CC=CC=4)C4C=CC=CC=4)C(C)(C)C=3C=CC=2)C=CC=CC=1.C(=O)([O-])[O-].[K+].[K+].O.Br[C:70]1[CH2:71][C:72](=[O:75])[O:73][CH:74]=1. (6) Given the product [Cl:29][C:25]1[CH:26]=[CH:27][CH:28]=[C:23]([Cl:22])[C:24]=1[C:30]1[C:34]([CH2:35][O:1][C:2]2[CH:3]=[CH:4][C:5]([C:8]3[CH:9]=[C:10]4[C:15](=[CH:16][CH:17]=3)[CH:14]([C:18]([O:20][CH3:21])=[O:19])[CH2:13][CH2:12][CH2:11]4)=[CH:6][CH:7]=2)=[C:33]([CH:37]([CH3:39])[CH3:38])[O:32][N:31]=1, predict the reactants needed to synthesize it. The reactants are: [OH:1][C:2]1[CH:7]=[CH:6][C:5]([C:8]2[CH:9]=[C:10]3[C:15](=[CH:16][CH:17]=2)[CH:14]([C:18]([O:20][CH3:21])=[O:19])[CH2:13][CH2:12][CH2:11]3)=[CH:4][CH:3]=1.[Cl:22][C:23]1[CH:28]=[CH:27][CH:26]=[C:25]([Cl:29])[C:24]=1[C:30]1[C:34]([CH2:35]O)=[C:33]([CH:37]([CH3:39])[CH3:38])[O:32][N:31]=1.C1(P(C2C=CC=CC=2)C2C=CC=CC=2)C=CC=CC=1.N(C(OC(C)C)=O)=NC(OC(C)C)=O.